This data is from Forward reaction prediction with 1.9M reactions from USPTO patents (1976-2016). The task is: Predict the product of the given reaction. (1) Given the reactants [OH:1][C:2]1([C:15]([N:17]2[CH2:34][CH2:33][CH2:32][C@H:18]2[C:19]([NH:21]CC2C=C(Cl)C=CC=2CN)=[O:20])=[O:16])[C:14]2[CH:13]=[CH:12][CH:11]=[CH:10][C:9]=2[C:8]2[C:3]1=[CH:4][CH:5]=[CH:6][CH:7]=2.C(O[CH:38](O)[CH:39]([F:41])[F:40])C.[O-]S([O-])(=O)=O.[Mg+2].[CH2:49]([Cl:51])Cl, predict the reaction product. The product is: [Cl:51][C:49]1[CH:9]=[CH:14][C:2]([CH2:15][N:17]=[CH:38][CH:39]([F:40])[F:41])=[C:3]([CH:4]=1)[CH2:8][C@@:18]1([C:19]([NH2:21])=[O:20])[CH2:32][CH2:33][CH2:34][N:17]1[C:15]([C:2]1([OH:1])[C:14]2[CH:13]=[CH:12][CH:11]=[CH:10][C:9]=2[C:8]2[C:3]1=[CH:4][CH:5]=[CH:6][CH:7]=2)=[O:16]. (2) Given the reactants [F:1][C:2]([F:15])([F:14])[CH2:3][N:4]1[CH2:9][CH2:8][N:7]2[N:10]=[C:11]([NH2:13])[CH:12]=[C:6]2[CH2:5]1.Br[C:17]1[C:18](=[O:25])[N:19]([CH3:24])[CH:20]=[C:21]([Br:23])[CH:22]=1.C(=O)([O-])[O-].[Cs+].[Cs+].CC1(C)C2C(=C(P(C3C=CC=CC=3)C3C=CC=CC=3)C=CC=2)OC2C(P(C3C=CC=CC=3)C3C=CC=CC=3)=CC=CC1=2, predict the reaction product. The product is: [Br:23][C:21]1[CH:22]=[C:17]([NH:13][C:11]2[CH:12]=[C:6]3[CH2:5][N:4]([CH2:3][C:2]([F:1])([F:14])[F:15])[CH2:9][CH2:8][N:7]3[N:10]=2)[C:18](=[O:25])[N:19]([CH3:24])[CH:20]=1. (3) Given the reactants [N:1]([O-])=O.[Na+].[NH2:5][C:6]1[N:10]([CH2:11][C:12]([OH:14])=[O:13])[N:9]=[C:8]([C:15]2[CH:20]=[CH:19][C:18]([F:21])=[CH:17][CH:16]=2)[C:7]=1[C:22]#[C:23][C:24]1[CH:29]=[CH:28][CH:27]=[CH:26][CH:25]=1.[ClH:30], predict the reaction product. The product is: [Cl:30][C:22]1[C:23]([C:24]2[CH:29]=[CH:28][CH:27]=[CH:26][CH:25]=2)=[N:1][N:5]=[C:6]2[N:10]([CH2:11][C:12]([OH:14])=[O:13])[N:9]=[C:8]([C:15]3[CH:20]=[CH:19][C:18]([F:21])=[CH:17][CH:16]=3)[C:7]=12. (4) Given the reactants C([O:4][CH2:5][C@@H:6]1[C@@H:11]([O:12]C(=O)C)[C@H:10]([O:16]C(=O)C)[C@H:9]([F:20])[C@@H:8]([O:21][C:22]2[CH:27]=[CH:26][C:25](Br)=[CH:24][C:23]=2[O:29][CH3:30])[O:7]1)(=O)C.[CH3:31][NH:32][C:33]([C:35]1[CH:36]=[C:37](B(O)O)[CH:38]=[CH:39][CH:40]=1)=[O:34], predict the reaction product. The product is: [F:20][C@H:9]1[C@@H:10]([OH:16])[C@H:11]([OH:12])[C@@H:6]([CH2:5][OH:4])[O:7][C@@H:8]1[O:21][C:22]1[CH:27]=[CH:26][C:25]([C:39]2[CH:40]=[C:35]([CH:36]=[CH:37][CH:38]=2)[C:33]([NH:32][CH3:31])=[O:34])=[CH:24][C:23]=1[O:29][CH3:30]. (5) Given the reactants [CH2:1]([O:6][C:7]1[CH:12]=[CH:11][N+:10]([O-])=[C:9]([CH3:14])[C:8]=1[CH3:15])[CH2:2][CH2:3][CH2:4][CH3:5].[C:16]([O:19]C(=O)C)(=[O:18])[CH3:17], predict the reaction product. The product is: [CH2:1]([O:6][C:7]1[CH:12]=[CH:11][N:10]=[C:9]([CH2:14][O:19][C:16](=[O:18])[CH3:17])[C:8]=1[CH3:15])[CH2:2][CH2:3][CH2:4][CH3:5]. (6) Given the reactants [CH3:1][O:2][C:3]1([C:8]([O:10]C)=O)[CH2:7][CH2:6][CH2:5][CH2:4]1.[H-].[Na+].[C:14](#[N:16])[CH3:15], predict the reaction product. The product is: [CH3:1][O:2][C:3]1([C:8](=[O:10])[CH2:15][C:14]#[N:16])[CH2:4][CH2:5][CH2:6][CH2:7]1.